This data is from Full USPTO retrosynthesis dataset with 1.9M reactions from patents (1976-2016). The task is: Predict the reactants needed to synthesize the given product. (1) Given the product [CH2:29]([C:33]12[CH2:47][CH2:48][C:49](=[O:51])[CH:50]=[C:34]1[C:35]1[C:40](=[C:39]([Cl:42])[C:38]([O:43][CH3:44])=[C:37]([F:45])[CH:36]=1)[CH2:41]2)[CH2:30][CH2:31][CH3:32], predict the reactants needed to synthesize it. The reactants are: C(C1CC2C(=CC(F)=C(OC)C=2Cl)C1=O)CCC.C(C(C)=O)=C.C[O-].[Na+].CO.[CH2:29]([C:33]1([CH2:47][CH2:48][C:49](=[O:51])[CH3:50])[CH2:41][C:40]2[C:35](=[CH:36][C:37]([F:45])=[C:38]([O:43][CH3:44])[C:39]=2[Cl:42])[C:34]1=O)[CH2:30][CH2:31][CH3:32].N1CCCC1.C(O)(=O)C. (2) Given the product [Br:1][C:2]1[S:6][C:5]([O:7][C:8]2[CH:9]=[CH:10][C:11]([S:14]([N:25]([CH:26]([CH3:28])[CH3:27])[CH3:24])(=[O:16])=[O:17])=[CH:12][CH:13]=2)=[N:4][CH:3]=1, predict the reactants needed to synthesize it. The reactants are: [Br:1][C:2]1[S:6][C:5]([O:7][C:8]2[CH:13]=[CH:12][C:11]([S:14]([OH:17])(=[O:16])=O)=[CH:10][CH:9]=2)=[N:4][CH:3]=1.P(Cl)(Cl)(Cl)(Cl)Cl.[CH3:24][NH:25][CH:26]([CH3:28])[CH3:27].Cl. (3) Given the product [CH2:11]([C:8]1[CH:9]=[CH:10][C:2]([B:13]2[O:17][C:16]([CH3:19])([CH3:18])[C:15]([CH3:21])([CH3:20])[O:14]2)=[C:3]2[C:7]=1[NH:6][CH:5]=[CH:4]2)[CH3:12], predict the reactants needed to synthesize it. The reactants are: Br[C:2]1[CH:10]=[CH:9][C:8]([CH2:11][CH3:12])=[C:7]2[C:3]=1[CH:4]=[CH:5][NH:6]2.[B:13]1([B:13]2[O:17][C:16]([CH3:19])([CH3:18])[C:15]([CH3:21])([CH3:20])[O:14]2)[O:17][C:16]([CH3:19])([CH3:18])[C:15]([CH3:21])([CH3:20])[O:14]1.CC([O-])=O.[K+]. (4) Given the product [CH3:13][O:12][C:11]1[C:10]2[CH:14]=[CH:15][O:16][C:9]=2[CH:8]=[C:7]2[C:6]=1[C:4](=[O:5])[CH2:3][C:2]([CH3:18])([CH3:1])[O:17]2, predict the reactants needed to synthesize it. The reactants are: [CH3:1][C:2]1[O:17][C:7]2[CH:8]=[C:9]3[O:16][CH:15]=[CH:14][C:10]3=[C:11]([O:12][CH3:13])[C:6]=2[C:4](=[O:5])[CH:3]=1.[CH2:18](OCC)C.C[Al](C)C.[K].C(C(C(C([O-])=O)O)O)([O-])=O.[Na+].[Na+].